From a dataset of Peptide-MHC class I binding affinity with 185,985 pairs from IEDB/IMGT. Regression. Given a peptide amino acid sequence and an MHC pseudo amino acid sequence, predict their binding affinity value. This is MHC class I binding data. (1) The peptide sequence is SYMLQGLRK. The binding affinity (normalized) is 0.0847. The MHC is HLA-A02:01 with pseudo-sequence HLA-A02:01. (2) The peptide sequence is SIFEQWLRR. The MHC is HLA-A11:01 with pseudo-sequence HLA-A11:01. The binding affinity (normalized) is 0.859.